Dataset: Peptide-MHC class II binding affinity with 134,281 pairs from IEDB. Task: Regression. Given a peptide amino acid sequence and an MHC pseudo amino acid sequence, predict their binding affinity value. This is MHC class II binding data. (1) The peptide sequence is GEIYKRWIILGLNKI. The MHC is DRB1_0802 with pseudo-sequence DRB1_0802. The binding affinity (normalized) is 0.617. (2) The peptide sequence is KKPLRPRWCDERVSS. The MHC is DRB1_0801 with pseudo-sequence DRB1_0801. The binding affinity (normalized) is 0. (3) The peptide sequence is MDCIIFESASKARLP. The MHC is DRB5_0101 with pseudo-sequence DRB5_0101. The binding affinity (normalized) is 0.719. (4) The peptide sequence is STIFPFRRLFMVADV. The MHC is DRB1_0101 with pseudo-sequence DRB1_0101. The binding affinity (normalized) is 0.534. (5) The peptide sequence is KGSNPNYLALLVKFV. The MHC is DRB1_1201 with pseudo-sequence DRB1_1201. The binding affinity (normalized) is 0.555. (6) The peptide sequence is DKGILTVSVAVSEGK. The MHC is DRB1_0401 with pseudo-sequence DRB1_0401. The binding affinity (normalized) is 0.357.